Predict hERG channel inhibition at various concentrations. From a dataset of hERG Central: cardiac toxicity at 1µM, 10µM, and general inhibition. (1) The drug is CCCn1c(SC(C)C(=O)N2CCOCC2)nc2ccc(Br)cc2c1=O. Results: hERG_inhib (hERG inhibition (general)): blocker. (2) Results: hERG_inhib (hERG inhibition (general)): blocker. The drug is Cc1ccc(CN2CCN(Cc3nc(C(C)C)cs3)CC2CCO)cc1.